Task: Predict the reactants needed to synthesize the given product.. Dataset: Full USPTO retrosynthesis dataset with 1.9M reactions from patents (1976-2016) Given the product [CH3:3][C:4]1[CH:5]=[C:6]([S:9]([F:14])([F:13])([F:12])([F:11])[F:10])[CH:7]=[CH:8][C:19]=1[C:18]([OH:21])=[O:16], predict the reactants needed to synthesize it. The reactants are: C([C:3]1[CH:8]=[CH:7][C:6]([S:9]([F:14])([F:13])([F:12])([F:11])[F:10])=[CH:5][C:4]=1C)#N.[OH-:16].[Na+].[CH2:18]([OH:21])[CH2:19]O.